From a dataset of Reaction yield outcomes from USPTO patents with 853,638 reactions. Predict the reaction yield, written as a fraction of the theoretical maximum amount of product (1.0 means a 100% yield; for example, 0.34 means a 34% yield). (1) The reactants are Cl[C:2]([O:4][C:5]1[CH:10]=[CH:9][C:8]([N+:11]([O-:13])=[O:12])=[CH:7][CH:6]=1)=[O:3].C(N(C(C)C)CC)(C)C.[CH2:23]([O:25][C@@H:26]([CH2:31][C:32]1[CH:37]=[CH:36][C:35]([C:38]2[CH:43]=[CH:42][CH:41]=[C:40]([NH:44][CH3:45])[N:39]=2)=[CH:34][CH:33]=1)[C:27]([O:29][CH3:30])=[O:28])[CH3:24].O. The catalyst is ClCCl. The product is [CH2:23]([O:25][C@@H:26]([CH2:31][C:32]1[CH:37]=[CH:36][C:35]([C:38]2[CH:43]=[CH:42][CH:41]=[C:40]([N:44]([CH3:45])[C:2]([O:4][C:5]3[CH:10]=[CH:9][C:8]([N+:11]([O-:13])=[O:12])=[CH:7][CH:6]=3)=[O:3])[N:39]=2)=[CH:34][CH:33]=1)[C:27]([O:29][CH3:30])=[O:28])[CH3:24]. The yield is 1.00. (2) The catalyst is Cl[Pd](Cl)([P](C1C=CC=CC=1)(C1C=CC=CC=1)C1C=CC=CC=1)[P](C1C=CC=CC=1)(C1C=CC=CC=1)C1C=CC=CC=1.O. The product is [F:24][C:21]1[CH:22]=[C:23]2[C:18](=[CH:19][C:20]=1[F:25])[NH:17][C:16](=[O:26])/[C:15]/2=[C:10]1/[O:11][C:12]([CH3:14])([CH3:13])[C:8]([C:31]2[CH:32]=[N:33][C:28]([F:27])=[CH:29][CH:30]=2)=[CH:9]/1. The yield is 0.380. The reactants are O1CCOCC1.Br[C:8]1[C:12]([CH3:14])([CH3:13])[O:11]/[C:10](=[C:15]2/[C:16](=[O:26])[NH:17][C:18]3[C:23]/2=[CH:22][C:21]([F:24])=[C:20]([F:25])[CH:19]=3)/[CH:9]=1.[F:27][C:28]1[N:33]=[CH:32][C:31](B(O)O)=[CH:30][CH:29]=1.C([O-])([O-])=O.[Na+].[Na+]. (3) The reactants are [H-].[Na+].[CH3:3][O:4][C:5]1[N:6]=[C:7]2[C:12](=[CH:13][CH:14]=1)[N:11]=[CH:10][CH:9]=[C:8]2[CH:15]=O.[CH3:17][C:18](=[O:22])[O:19][CH2:20][CH3:21]. The catalyst is C1COCC1.O. The product is [CH2:20]([O:19][C:18](=[O:22])/[CH:17]=[CH:15]/[C:8]1[C:7]2[C:12](=[CH:13][CH:14]=[C:5]([O:4][CH3:3])[N:6]=2)[N:11]=[CH:10][CH:9]=1)[CH3:21]. The yield is 0.560. (4) The reactants are Cl[C:2]1[N:7]=[C:6]([CH3:8])[C:5]([CH:9]([CH2:14][CH2:15][CH3:16])[C:10]([O:12][CH3:13])=[O:11])=[C:4]([C:17]2[CH:22]=[CH:21][CH:20]=[CH:19][CH:18]=2)[N:3]=1.[Cl:23][C:24]1[CH:29]=[CH:28][CH:27]=[CH:26][C:25]=1B(O)O.C(N(CC)C(C)C)(C)C. The catalyst is COCCOC.O.[Pd].C1(P(C2C=CC=CC=2)C2C=CC=CC=2)C=CC=CC=1.C1(P(C2C=CC=CC=2)C2C=CC=CC=2)C=CC=CC=1.C1(P(C2C=CC=CC=2)C2C=CC=CC=2)C=CC=CC=1.C1(P(C2C=CC=CC=2)C2C=CC=CC=2)C=CC=CC=1. The product is [Cl:23][C:24]1[CH:29]=[CH:28][CH:27]=[CH:26][C:25]=1[C:2]1[N:7]=[C:6]([CH3:8])[C:5]([CH:9]([CH2:14][CH2:15][CH3:16])[C:10]([O:12][CH3:13])=[O:11])=[C:4]([C:17]2[CH:22]=[CH:21][CH:20]=[CH:19][CH:18]=2)[N:3]=1. The yield is 0.660.